This data is from CYP2C9 substrate classification data from Carbon-Mangels et al.. The task is: Regression/Classification. Given a drug SMILES string, predict its absorption, distribution, metabolism, or excretion properties. Task type varies by dataset: regression for continuous measurements (e.g., permeability, clearance, half-life) or binary classification for categorical outcomes (e.g., BBB penetration, CYP inhibition). Dataset: cyp2c9_substrate_carbonmangels. (1) The drug is N=C(N)N/N=C\c1c(Cl)cccc1Cl. The result is 0 (non-substrate). (2) The molecule is C[C@@H](NC(C)(C)C)C(=O)c1cccc(Cl)c1. The result is 0 (non-substrate). (3) The molecule is C[C@]12CC[C@@H]3c4ccc(O)cc4CC[C@H]3[C@@H]1CC[C@@H]2O. The result is 1 (substrate).